This data is from Forward reaction prediction with 1.9M reactions from USPTO patents (1976-2016). The task is: Predict the product of the given reaction. Given the reactants [CH3:1][O:2][C:3]1[CH:15]=[CH:14][C:6]([C:7]([O:9][CH2:10][CH2:11][O:12][CH3:13])=[O:8])=[CH:5][C:4]=1[O:16][CH2:17][CH2:18][O:19][CH3:20].[N+:21]([O-])([OH:23])=[O:22], predict the reaction product. The product is: [CH3:1][O:2][C:3]1[C:4]([O:16][CH2:17][CH2:18][O:19][CH3:20])=[CH:5][C:6]([C:7]([O:9][CH2:10][CH2:11][O:12][CH3:13])=[O:8])=[C:14]([N+:21]([O-:23])=[O:22])[CH:15]=1.